Predict the product of the given reaction. From a dataset of Forward reaction prediction with 1.9M reactions from USPTO patents (1976-2016). Given the reactants [CH2:1]([C:3]1[C:8](C=O)=[CH:7][CH:6]=[CH:5][C:4]=1[C:11]1[N:15]=[C:14]([C:16]2[CH:17]=[CH:18][C:19]([O:24][CH:25]([CH3:27])[CH3:26])=[C:20]([CH:23]=2)[C:21]#[N:22])[S:13][N:12]=1)[CH3:2].[CH3:28][NH:29][CH2:30][C:31]([OH:33])=[O:32].[C:34](O)(=O)C.C(O[BH-](OC(=O)C)OC(=O)C)(=O)C.[Na+], predict the reaction product. The product is: [C:21]([C:20]1[CH:23]=[C:16]([C:14]2[S:13][N:12]=[C:11]([C:4]3[C:3]([CH2:1][CH3:2])=[C:8]([CH2:28][N:29]([CH3:34])[CH2:30][C:31]([OH:33])=[O:32])[CH:7]=[CH:6][CH:5]=3)[N:15]=2)[CH:17]=[CH:18][C:19]=1[O:24][CH:25]([CH3:26])[CH3:27])#[N:22].